Task: Predict the reactants needed to synthesize the given product.. Dataset: Full USPTO retrosynthesis dataset with 1.9M reactions from patents (1976-2016) (1) Given the product [OH:34][C:26]1[C:25]([CH:2]2[C:6]3=[C:7]4[C:12](=[CH:13][CH:14]=[C:5]3[N:4]([CH2:15][C:16]3[CH:21]=[CH:20][C:19]([O:22][CH3:23])=[CH:18][CH:17]=3)[C:3]2=[O:24])[N:11]=[CH:10][CH:9]=[CH:8]4)=[CH:33][C:29]2[CH2:30][CH2:31][O:32][C:28]=2[CH:27]=1, predict the reactants needed to synthesize it. The reactants are: O[C:2]1([C:25]2[C:26]([OH:34])=[CH:27][C:28]3[O:32][CH2:31][CH2:30][C:29]=3[CH:33]=2)[C:6]2=[C:7]3[C:12](=[CH:13][CH:14]=[C:5]2[N:4]([CH2:15][C:16]2[CH:21]=[CH:20][C:19]([O:22][CH3:23])=[CH:18][CH:17]=2)[C:3]1=[O:24])[N:11]=[CH:10][CH:9]=[CH:8]3.C1(C(C2C=CC=CC=2)N2C3C=C4OCCOC4=CC=3C(O)(C3C(O)=CC4OCCC=4C=3)C2=O)C=CC=CC=1. (2) The reactants are: [C:1]([C:4]1[CH:9]=[N:8][N:7]2[CH:10]=[C:11]([C:13]([O:15][CH2:16][CH3:17])=[O:14])[CH:12]=[C:6]2[C:5]=1Cl)(=[O:3])[NH2:2].CC[N:21]([CH:25]([CH3:27])[CH3:26])C(C)C.[CH3:28][CH2:29]OC(C)=O.[CH3:34]N1C(=O)CCC1. Given the product [C:1]([C:4]1[CH:9]=[N:8][N:7]2[CH:10]=[C:11]([C:13]([O:15][CH2:16][CH3:17])=[O:14])[CH:12]=[C:6]2[C:5]=1[NH:21][C@@H:25]([C:26]1([CH3:34])[CH2:29][CH2:28]1)[CH3:27])(=[O:3])[NH2:2], predict the reactants needed to synthesize it. (3) The reactants are: [CH3:1][C:2]1[CH:7]=[CH:6][C:5]([CH3:8])=[CH:4][C:3]=1[N:9]1[CH2:14][CH2:13][N:12]([C:15]([CH:17]2[N:21]([C:22]3[CH:27]=[CH:26][CH:25]=[CH:24][CH:23]=3)[C:20](=[O:28])[NH:19][CH2:18]2)=[O:16])[CH2:11][CH2:10]1.[H-].[Na+].[CH2:31]([S:35](Cl)(=[O:37])=[O:36])[CH2:32][CH2:33][CH3:34]. Given the product [CH2:31]([S:35]([N:19]1[CH2:18][CH:17]([C:15]([N:12]2[CH2:13][CH2:14][N:9]([C:3]3[CH:4]=[C:5]([CH3:8])[CH:6]=[CH:7][C:2]=3[CH3:1])[CH2:10][CH2:11]2)=[O:16])[N:21]([C:22]2[CH:23]=[CH:24][CH:25]=[CH:26][CH:27]=2)[C:20]1=[O:28])(=[O:37])=[O:36])[CH2:32][CH2:33][CH3:34], predict the reactants needed to synthesize it. (4) The reactants are: [CH3:13][C:12]([O:11][C:9](O[C:9]([O:11][C:12]([CH3:15])([CH3:14])[CH3:13])=[O:10])=[O:10])([CH3:15])[CH3:14].C([O-])([O-])=O.[K+].[K+].[CH3:22][O:23][C:24]1[CH:25]=[CH:26][C:27]2[NH:33][CH:32]([CH:34]=[CH2:35])[CH2:31][CH2:30][CH2:29][C:28]=2[CH:36]=1. Given the product [CH3:22][O:23][C:24]1[CH:25]=[CH:26][C:27]2[N:33]([C:9]([O:11][C:12]([CH3:13])([CH3:14])[CH3:15])=[O:10])[CH:32]([CH:34]=[CH2:35])[CH2:31][CH2:30][CH2:29][C:28]=2[CH:36]=1, predict the reactants needed to synthesize it. (5) Given the product [C:26]([OH:33])(=[O:32])/[CH:27]=[CH:28]\[C:29]([OH:31])=[O:30].[CH2:1]([C:5]1[N:6]=[C:7]([NH2:25])[C:8]2[NH:13][N:12]=[C:11]([CH2:14][CH2:15][CH2:16][CH2:17][CH2:18][CH2:19][N:20]3[CH2:24][CH2:23][CH2:22][CH2:21]3)[C:9]=2[N:10]=1)[CH2:2][CH2:3][CH3:4].[CH2:1]([C:5]1[N:6]=[C:7]([NH2:25])[C:8]2[NH:13][N:12]=[C:11]([CH2:14][CH2:15][CH2:16][CH2:17][CH2:18][CH2:19][N:20]3[CH2:24][CH2:23][CH2:22][CH2:21]3)[C:9]=2[N:10]=1)[CH2:2][CH2:3][CH3:4], predict the reactants needed to synthesize it. The reactants are: [CH2:1]([C:5]1[N:6]=[C:7]([NH2:25])[C:8]2[NH:13][N:12]=[C:11]([CH2:14][CH2:15][CH2:16][CH2:17][CH2:18][CH2:19][N:20]3[CH2:24][CH2:23][CH2:22][CH2:21]3)[C:9]=2[N:10]=1)[CH2:2][CH2:3][CH3:4].[C:26]([OH:33])(=[O:32])/[CH:27]=[CH:28]\[C:29]([OH:31])=[O:30]. (6) Given the product [Cl:31][C:26]1[CH:27]=[CH:28][CH:29]=[CH:30][C:25]=1[N:7]1[C:8]([C:10]2[S:11][C:12]([C:15]3[CH:20]=[CH:19][CH:18]=[C:17]([S:21]([CH3:24])(=[O:22])=[O:23])[CH:16]=3)=[CH:13][CH:14]=2)=[CH:9][C:5]([C:3]([OH:4])=[O:2])=[N:6]1, predict the reactants needed to synthesize it. The reactants are: C[O:2][C:3]([C:5]1[CH:9]=[C:8]([C:10]2[S:11][C:12]([C:15]3[CH:20]=[CH:19][CH:18]=[C:17]([S:21]([CH3:24])(=[O:23])=[O:22])[CH:16]=3)=[CH:13][CH:14]=2)[N:7]([C:25]2[CH:30]=[CH:29][CH:28]=[CH:27][C:26]=2[Cl:31])[N:6]=1)=[O:4].[OH-].[Na+]. (7) The reactants are: CN(C)C=O.[CH2:6]([O:10][C:11]1[C:16]([F:17])=[C:15](Cl)[N:14]=[CH:13][N:12]=1)[C:7]#[C:8][CH3:9].C(=O)([O-])[O-].F[C:24](F)(F)[CH:25]1[CH2:30][CH2:29][CH2:28][NH:27][CH2:26]1. Given the product [CH2:6]([O:10][C:11]1[C:16]([F:17])=[C:15]([N:27]2[CH2:28][CH2:29][CH2:30][CH:25]([CH3:24])[CH2:26]2)[N:14]=[CH:13][N:12]=1)[C:7]#[C:8][CH3:9], predict the reactants needed to synthesize it. (8) Given the product [C:1]([O:5][C:6](=[O:26])[NH:7][C:8]1[C:12]2[S:15][C:14]([NH:16][C:17]3[CH:22]=[CH:21][CH:20]=[C:19]([C:23](=[O:25])[CH3:24])[CH:18]=3)=[N:13][C:11]=2[NH:10][N:9]=1)([CH3:4])([CH3:2])[CH3:3], predict the reactants needed to synthesize it. The reactants are: [C:1]([O:5][C:6](=[O:26])[NH:7][C:8]1[CH:12]=[C:11]([NH:13][C:14]([NH:16][C:17]2[CH:22]=[CH:21][CH:20]=[C:19]([C:23](=[O:25])[CH3:24])[CH:18]=2)=[S:15])[NH:10][N:9]=1)([CH3:4])([CH3:3])[CH3:2].BrBr. (9) Given the product [CH3:21][N:22]([CH3:23])[CH2:24][CH2:25][N:12]1[C:11]2[CH2:10][C:9]([CH3:16])([CH3:15])[CH2:8][C:7]3=[N:17][NH:18][C:19](=[O:20])[C:4]4[C:5]([C:6]=23)=[C:13]1[CH:14]=[C:2]([F:1])[CH:3]=4, predict the reactants needed to synthesize it. The reactants are: [F:1][C:2]1[CH:3]=[C:4]2[C:19](=[O:20])[NH:18][N:17]=[C:7]3[CH2:8][C:9]([CH3:16])([CH3:15])[CH2:10][C:11]4[NH:12][C:13]([CH:14]=1)=[C:5]2[C:6]=43.[CH3:21][N:22]([CH2:24][CH2:25]Cl)[CH3:23].CN(C)CCN1C2CC(C)(C)CC3=NNC(=O)C4C(C=23)=C1C=CC=4. (10) Given the product [CH2:1]([O:8][C:9]([N:11]1[CH2:33][CH2:32][C:14]2[N:15]=[C:16]([NH:43][C@H:41]([C:38]3[CH:39]=[CH:40][C:35]([F:34])=[CH:36][CH:37]=3)[CH3:42])[N:17]=[C:18]([NH:19][C:20]3[CH:24]=[C:23]([CH:25]4[CH2:27][CH2:26]4)[NH:22][N:21]=3)[C:13]=2[CH2:12]1)=[O:10])[C:2]1[CH:7]=[CH:6][CH:5]=[CH:4][CH:3]=1, predict the reactants needed to synthesize it. The reactants are: [CH2:1]([O:8][C:9]([N:11]1[CH2:33][CH2:32][C:14]2[N:15]=[C:16](S(C)(=O)=O)[N:17]=[C:18]([NH:19][C:20]3[CH:24]=[C:23]([CH:25]4[CH2:27][CH2:26]4)[NH:22][N:21]=3)[C:13]=2[CH2:12]1)=[O:10])[C:2]1[CH:7]=[CH:6][CH:5]=[CH:4][CH:3]=1.[F:34][C:35]1[CH:40]=[CH:39][C:38]([C@@H:41]([NH2:43])[CH3:42])=[CH:37][CH:36]=1.CCN(C(C)C)C(C)C.